Dataset: Catalyst prediction with 721,799 reactions and 888 catalyst types from USPTO. Task: Predict which catalyst facilitates the given reaction. Reactant: [CH3:1][O:2][CH2:3][CH2:4][O:5][CH2:6][CH2:7][O:8][C:9](=[O:20])[C@H:10]([CH3:19])[NH:11][C:12]([O:14][C:15]([CH3:18])([CH3:17])[CH3:16])=[O:13].[CH3:21][O:22][CH2:23][CH2:24][O:25][CH2:26]COCCO.C(N[C@H](C(O)=O)C)(OC(C)(C)C)=O.C1CCC(N=C=NC2CCCCC2)CC1. Product: [CH3:21][O:22][CH2:23][CH2:24][O:25][CH2:26][CH2:1][O:2][CH2:3][CH2:4][O:5][CH2:6][CH2:7][O:8][C:9](=[O:20])[C@H:10]([CH3:19])[NH:11][C:12]([O:14][C:15]([CH3:16])([CH3:18])[CH3:17])=[O:13]. The catalyst class is: 98.